The task is: Predict the reactants needed to synthesize the given product.. This data is from Full USPTO retrosynthesis dataset with 1.9M reactions from patents (1976-2016). (1) Given the product [O:1]=[C:2]1[C:6]2([CH2:7][CH2:8][N:9]([CH2:33][CH2:34][CH2:35][C:36](=[O:37])[C:38]3[CH:43]=[CH:42][CH:41]=[CH:40][CH:39]=3)[CH2:10][CH2:11]2)[N:5]([C:12]2[CH:13]=[CH:14][CH:15]=[CH:16][CH:17]=2)[CH2:4][N:3]1[CH2:18][C:19]1[CH:31]=[CH:30][CH:29]=[CH:28][C:20]=1[C:21]([O:23][C:24]([CH3:27])([CH3:25])[CH3:26])=[O:22], predict the reactants needed to synthesize it. The reactants are: [O:1]=[C:2]1[C:6]2([CH2:11][CH2:10][NH:9][CH2:8][CH2:7]2)[N:5]([C:12]2[CH:17]=[CH:16][CH:15]=[CH:14][CH:13]=2)[CH2:4][N:3]1[CH2:18][C:19]1[CH:31]=[CH:30][CH:29]=[CH:28][C:20]=1[C:21]([O:23][C:24]([CH3:27])([CH3:26])[CH3:25])=[O:22].I[CH2:33][CH2:34][CH2:35][C:36]([C:38]1[CH:43]=[CH:42][CH:41]=[CH:40][CH:39]=1)=[O:37].C(=O)([O-])[O-].[K+].[K+]. (2) The reactants are: [OH:1][C:2]1[C:6]2([CH2:8][CH2:7]2)[O:5][C:4](=[O:9])[C:3]=1[C:10]1[CH:15]=[CH:14][C:13]([O:16][CH2:17][C:18]2[CH:27]=[CH:26][C:25]3[C:20](=[CH:21][CH:22]=[CH:23][CH:24]=3)[N:19]=2)=[CH:12][CH:11]=1.C(Cl)Cl.[S:31](O[S:31]([C:34]([F:37])([F:36])[F:35])(=[O:33])=[O:32])([C:34]([F:37])([F:36])[F:35])(=[O:33])=[O:32]. Given the product [F:35][C:34]([F:37])([F:36])[S:31]([O:1][C:2]1[C:6]2([CH2:8][CH2:7]2)[O:5][C:4](=[O:9])[C:3]=1[C:10]1[CH:11]=[CH:12][C:13]([O:16][CH2:17][C:18]2[CH:27]=[CH:26][C:25]3[C:20](=[CH:21][CH:22]=[CH:23][CH:24]=3)[N:19]=2)=[CH:14][CH:15]=1)(=[O:33])=[O:32], predict the reactants needed to synthesize it.